Dataset: NCI-60 drug combinations with 297,098 pairs across 59 cell lines. Task: Regression. Given two drug SMILES strings and cell line genomic features, predict the synergy score measuring deviation from expected non-interaction effect. Drug 1: C1CN1C2=NC(=NC(=N2)N3CC3)N4CC4. Drug 2: CN(CCCl)CCCl.Cl. Cell line: U251. Synergy scores: CSS=27.1, Synergy_ZIP=-6.88, Synergy_Bliss=-9.31, Synergy_Loewe=-7.72, Synergy_HSA=-4.53.